From a dataset of NCI-60 drug combinations with 297,098 pairs across 59 cell lines. Regression. Given two drug SMILES strings and cell line genomic features, predict the synergy score measuring deviation from expected non-interaction effect. (1) Drug 1: C1=CC(=C2C(=C1NCCNCCO)C(=O)C3=C(C=CC(=C3C2=O)O)O)NCCNCCO. Drug 2: CC1=C(C=C(C=C1)C(=O)NC2=CC(=CC(=C2)C(F)(F)F)N3C=C(N=C3)C)NC4=NC=CC(=N4)C5=CN=CC=C5. Cell line: MCF7. Synergy scores: CSS=29.9, Synergy_ZIP=0.789, Synergy_Bliss=3.54, Synergy_Loewe=-12.0, Synergy_HSA=3.27. (2) Drug 1: C1=NC2=C(N=C(N=C2N1C3C(C(C(O3)CO)O)O)F)N. Cell line: CAKI-1. Drug 2: C1=NC2=C(N=C(N=C2N1C3C(C(C(O3)CO)O)F)Cl)N. Synergy scores: CSS=21.3, Synergy_ZIP=1.92, Synergy_Bliss=4.97, Synergy_Loewe=-38.3, Synergy_HSA=-6.76.